Dataset: NCI-60 drug combinations with 297,098 pairs across 59 cell lines. Task: Regression. Given two drug SMILES strings and cell line genomic features, predict the synergy score measuring deviation from expected non-interaction effect. (1) Drug 1: CCC1(CC2CC(C3=C(CCN(C2)C1)C4=CC=CC=C4N3)(C5=C(C=C6C(=C5)C78CCN9C7C(C=CC9)(C(C(C8N6C)(C(=O)OC)O)OC(=O)C)CC)OC)C(=O)OC)O.OS(=O)(=O)O. Drug 2: CC1=C(C(=O)C2=C(C1=O)N3CC4C(C3(C2COC(=O)N)OC)N4)N. Cell line: SK-MEL-5. Synergy scores: CSS=52.8, Synergy_ZIP=-3.13, Synergy_Bliss=-2.34, Synergy_Loewe=-0.939, Synergy_HSA=1.32. (2) Drug 1: C1CNP(=O)(OC1)N(CCCl)CCCl. Synergy scores: CSS=2.78, Synergy_ZIP=-1.07, Synergy_Bliss=-0.610, Synergy_Loewe=-0.875, Synergy_HSA=-0.848. Drug 2: C1C(C(OC1N2C=NC3=C2NC=NCC3O)CO)O. Cell line: A549. (3) Drug 1: C1CCC(CC1)NC(=O)N(CCCl)N=O. Drug 2: CCC1(CC2CC(C3=C(CCN(C2)C1)C4=CC=CC=C4N3)(C5=C(C=C6C(=C5)C78CCN9C7C(C=CC9)(C(C(C8N6C)(C(=O)OC)O)OC(=O)C)CC)OC)C(=O)OC)O.OS(=O)(=O)O. Cell line: SNB-19. Synergy scores: CSS=34.1, Synergy_ZIP=-9.73, Synergy_Bliss=-7.22, Synergy_Loewe=-29.0, Synergy_HSA=-4.14. (4) Drug 1: CC1C(C(CC(O1)OC2CC(CC3=C2C(=C4C(=C3O)C(=O)C5=C(C4=O)C(=CC=C5)OC)O)(C(=O)C)O)N)O.Cl. Drug 2: C#CCC(CC1=CN=C2C(=N1)C(=NC(=N2)N)N)C3=CC=C(C=C3)C(=O)NC(CCC(=O)O)C(=O)O. Cell line: NCI/ADR-RES. Synergy scores: CSS=0.841, Synergy_ZIP=0.390, Synergy_Bliss=0.551, Synergy_Loewe=-0.437, Synergy_HSA=-1.08. (5) Drug 1: C1=NC2=C(N=C(N=C2N1C3C(C(C(O3)CO)O)O)F)N. Drug 2: COCCOC1=C(C=C2C(=C1)C(=NC=N2)NC3=CC=CC(=C3)C#C)OCCOC.Cl. Cell line: UO-31. Synergy scores: CSS=22.3, Synergy_ZIP=5.35, Synergy_Bliss=8.94, Synergy_Loewe=6.64, Synergy_HSA=6.82. (6) Drug 1: C1=CC(=CC=C1CC(C(=O)O)N)N(CCCl)CCCl.Cl. Synergy scores: CSS=20.2, Synergy_ZIP=-3.76, Synergy_Bliss=-1.81, Synergy_Loewe=-17.6, Synergy_HSA=-6.04. Cell line: HCT-15. Drug 2: CN1C2=C(C=C(C=C2)N(CCCl)CCCl)N=C1CCCC(=O)O.Cl. (7) Synergy scores: CSS=39.5, Synergy_ZIP=5.09, Synergy_Bliss=-0.595, Synergy_Loewe=-39.6, Synergy_HSA=-0.586. Cell line: OVCAR-4. Drug 2: CN(CC1=CN=C2C(=N1)C(=NC(=N2)N)N)C3=CC=C(C=C3)C(=O)NC(CCC(=O)O)C(=O)O. Drug 1: CC1=C2C(C(=O)C3(C(CC4C(C3C(C(C2(C)C)(CC1OC(=O)C(C(C5=CC=CC=C5)NC(=O)C6=CC=CC=C6)O)O)OC(=O)C7=CC=CC=C7)(CO4)OC(=O)C)O)C)OC(=O)C. (8) Drug 1: CC1=C(C=C(C=C1)NC(=O)C2=CC=C(C=C2)CN3CCN(CC3)C)NC4=NC=CC(=N4)C5=CN=CC=C5. Drug 2: COC1=C2C(=CC3=C1OC=C3)C=CC(=O)O2. Cell line: A549. Synergy scores: CSS=-0.907, Synergy_ZIP=1.84, Synergy_Bliss=2.33, Synergy_Loewe=-0.458, Synergy_HSA=-0.195.